This data is from Forward reaction prediction with 1.9M reactions from USPTO patents (1976-2016). The task is: Predict the product of the given reaction. (1) Given the reactants [CH2:1]([NH:3][C:4]([C:6]([C:20](=[O:24])[NH:21][CH2:22][CH3:23])([C:14]1[CH:19]=[CH:18][CH:17]=[CH:16][CH:15]=1)[CH2:7][O:8][CH2:9][CH2:10][C:11]([OH:13])=[O:12])=[O:5])[CH3:2].[CH3:25][N:26]([CH3:55])[C:27]([C:29]1[CH:34]=[C:33](O)[CH:32]=[CH:31][C:30]=1[NH:36][C:37]([C:39]1[C:40]([C:45]2[CH:50]=[CH:49][C:48]([C:51]([F:54])([F:53])[F:52])=[CH:47][CH:46]=2)=[CH:41][CH:42]=[CH:43][CH:44]=1)=[O:38])=[O:28].CCN=C=NCCCN(C)C, predict the reaction product. The product is: [CH3:25][N:26]([CH3:55])[C:27]([C:29]1[CH:34]=[C:33]([O:12][C:11](=[O:13])[CH2:10][CH2:9][O:8][CH2:7][C:6]([C:20](=[O:24])[NH:21][CH2:22][CH3:23])([C:4](=[O:5])[NH:3][CH2:1][CH3:2])[C:14]2[CH:19]=[CH:18][CH:17]=[CH:16][CH:15]=2)[CH:32]=[CH:31][C:30]=1[NH:36][C:37]([C:39]1[C:40]([C:45]2[CH:46]=[CH:47][C:48]([C:51]([F:52])([F:53])[F:54])=[CH:49][CH:50]=2)=[CH:41][CH:42]=[CH:43][CH:44]=1)=[O:38])=[O:28]. (2) Given the reactants [Cl:1][C:2]1[CH:7]=[C:6]([N+:8]([O-:10])=[O:9])[CH:5]=[CH:4][C:3]=1F.[F:12][C:13]([F:17])([F:16])[CH2:14][OH:15].C(=O)([O-])[O-].[K+].[K+], predict the reaction product. The product is: [Cl:1][C:2]1[CH:7]=[C:6]([N+:8]([O-:10])=[O:9])[CH:5]=[CH:4][C:3]=1[O:15][CH2:14][C:13]([F:17])([F:16])[F:12]. (3) Given the reactants [OH:1][C:2]1[CH:11]=[CH:10][CH:9]=[C:8]2[C:3]=1[C:4](=[O:28])[N:5]([C:22]1[CH:27]=[CH:26][CH:25]=[CH:24][CH:23]=1)[C:6]([C@@H:12]([NH:14][C:15](=[O:21])[O:16][C:17]([CH3:20])([CH3:19])[CH3:18])[CH3:13])=[N:7]2.C(=O)([O-])[O-].[Cs+].[Cs+].Cl.Cl[CH2:37][CH2:38][N:39]1[CH2:44][CH2:43][O:42][CH2:41][CH2:40]1.CCOC(C)=O, predict the reaction product. The product is: [O:42]1[CH2:43][CH2:44][N:39]([CH2:38][CH2:37][O:1][C:2]2[CH:11]=[CH:10][CH:9]=[C:8]3[C:3]=2[C:4](=[O:28])[N:5]([C:22]2[CH:27]=[CH:26][CH:25]=[CH:24][CH:23]=2)[C:6]([C@@H:12]([NH:14][C:15](=[O:21])[O:16][C:17]([CH3:19])([CH3:20])[CH3:18])[CH3:13])=[N:7]3)[CH2:40][CH2:41]1. (4) Given the reactants [CH:1]1([CH2:4][N:5]2[C:10]([NH:11][NH2:12])=[CH:9][C:8](=[O:13])[N:7]([CH3:14])[C:6]2=[O:15])[CH2:3][CH2:2]1.[Cl:16][C:17]1[CH:18]=[C:19]2[C:23](=[CH:24][CH:25]=1)[NH:22][CH:21]=[C:20]2[CH:26]=O.[CH3:28][N:29]1[CH:33]=[C:32]([C:34](=[O:39])[C:35]([F:38])([F:37])[F:36])[CH:31]=[C:30]1[CH:40]=O, predict the reaction product. The product is: [Cl:16][C:17]1[CH:18]=[C:19]2[C:23](=[CH:24][CH:25]=1)[NH:22][CH:21]=[C:20]2[CH2:26][N:12]1[C:40]([C:30]2[N:29]([CH3:28])[CH:33]=[C:32]([C:34](=[O:39])[C:35]([F:37])([F:36])[F:38])[CH:31]=2)=[C:9]2[C:10]([N:5]([CH2:4][CH:1]3[CH2:2][CH2:3]3)[C:6](=[O:15])[N:7]([CH3:14])[C:8]2=[O:13])=[N:11]1. (5) Given the reactants [NH2:1][C:2]1[N:7]=[C:6]([CH3:8])[C:5]([CH2:9][CH2:10][CH2:11][NH:12][CH2:13][C:14]2[CH:15]=[C:16]([CH2:20][C:21]([O:23][CH3:24])=[O:22])[CH:17]=[CH:18][CH:19]=2)=[C:4]([NH:25][CH2:26][CH2:27][CH2:28][CH2:29][CH3:30])[N:3]=1.[CH3:31][N:32]1[CH:36]=[C:35]([S:37](Cl)(=[O:39])=[O:38])[N:34]=[CH:33]1, predict the reaction product. The product is: [NH2:1][C:2]1[N:7]=[C:6]([CH3:8])[C:5]([CH2:9][CH2:10][CH2:11][N:12]([CH2:13][C:14]2[CH:15]=[C:16]([CH2:20][C:21]([O:23][CH3:24])=[O:22])[CH:17]=[CH:18][CH:19]=2)[S:37]([C:35]2[N:34]=[CH:33][N:32]([CH3:31])[CH:36]=2)(=[O:39])=[O:38])=[C:4]([NH:25][CH2:26][CH2:27][CH2:28][CH2:29][CH3:30])[N:3]=1.